From a dataset of Reaction yield outcomes from USPTO patents with 853,638 reactions. Predict the reaction yield, written as a fraction of the theoretical maximum amount of product (1.0 means a 100% yield; for example, 0.34 means a 34% yield). (1) The reactants are CO[C:3]([C:5]1[CH:10]=[CH:9][N:8]2[CH:11]=[N:12][CH:13]=[C:7]2[C:6]=1[NH:14][C:15]1[CH:20]=[CH:19][C:18]([CH:21]2[CH2:23][CH2:22]2)=[CH:17][C:16]=1[F:24])=[O:4].[OH-].[Na+].[Cl-].[NH4+].C[N:30](C(ON1N=NC2C=CC=NC1=2)=[N+](C)C)C.F[P-](F)(F)(F)(F)F. The catalyst is CO.ClCCl. The product is [CH:21]1([C:18]2[CH:19]=[CH:20][C:15]([NH:14][C:6]3[C:7]4[N:8]([CH:11]=[N:12][CH:13]=4)[CH:9]=[CH:10][C:5]=3[C:3]([NH2:30])=[O:4])=[C:16]([F:24])[CH:17]=2)[CH2:22][CH2:23]1. The yield is 0.230. (2) The reactants are [CH2:1]([NH:8][CH2:9][C@H:10]([C:12]1[CH:17]=[CH:16][C:15]([Cl:18])=[CH:14][CH:13]=1)[OH:11])[C:2]1[CH:7]=[CH:6][CH:5]=[CH:4][CH:3]=1.C(N(CC)CC)C.[S:26](Cl)(Cl)=[O:27]. The catalyst is ClCCl. The product is [CH2:1]([N:8]1[CH2:9][C@H:10]([C:12]2[CH:13]=[CH:14][C:15]([Cl:18])=[CH:16][CH:17]=2)[O:11][S:26]1=[O:27])[C:2]1[CH:3]=[CH:4][CH:5]=[CH:6][CH:7]=1. The yield is 0.874. (3) The reactants are C(N(C(C)C)CC)(C)C.[Cl:10][C:11]1[CH:12]=[CH:13][C:14]2[N:19]=[C:18]([C:20]3[C:29]4[C:24](=[CH:25][CH:26]=[CH:27][CH:28]=4)[CH:23]=[CH:22][CH:21]=3)[O:17][C:16](=[O:30])[C:15]=2[CH:31]=1.[CH3:32][O:33][C:34]1[CH:39]=[CH:38][CH:37]=[CH:36][C:35]=1[CH:40]1[CH2:44][CH2:43][CH2:42][NH:41]1. No catalyst specified. The product is [Cl:10][C:11]1[CH:12]=[CH:13][C:14]([NH:19][C:18]([C:20]2[C:29]3[C:24](=[CH:25][CH:26]=[CH:27][CH:28]=3)[CH:23]=[CH:22][CH:21]=2)=[O:17])=[C:15]([C:16]([N:41]2[CH2:42][CH2:43][CH2:44][CH:40]2[C:35]2[CH:36]=[CH:37][CH:38]=[CH:39][C:34]=2[O:33][CH3:32])=[O:30])[CH:31]=1. The yield is 0.330. (4) The reactants are Cl.[CH3:2][O:3][C:4]1[CH:13]=[C:12]2[C:7]([CH:8]=[CH:9][CH:10]=[C:11]2[CH2:14][CH2:15][NH2:16])=[CH:6][CH:5]=1.C(=O)([O-])[O-].[K+].[K+].[C:23](Cl)(=[O:25])[CH3:24]. The catalyst is O.ClCCl. The product is [CH3:2][O:3][C:4]1[CH:13]=[C:12]2[C:7]([CH:8]=[CH:9][CH:10]=[C:11]2[CH2:14][CH2:15][NH:16][C:23](=[O:25])[CH3:24])=[CH:6][CH:5]=1. The yield is 0.785. (5) The reactants are Br[C:2]1[CH:3]=[CH:4][C:5]2[O:9][C:8]([CH:10]=[CH2:11])=[N:7][C:6]=2[CH:12]=1.[C:13]([C:15]1[CH:20]=[CH:19][C:18](B(O)O)=[CH:17][CH:16]=1)#[N:14].C(P(C(C)(C)C)C(C)(C)C)(C)(C)C.O1CCCC1. The catalyst is CCCCCC. The product is [CH:10]([C:8]1[O:9][C:5]2[CH:4]=[CH:3][C:2]([C:18]3[CH:19]=[CH:20][C:15]([C:13]#[N:14])=[CH:16][CH:17]=3)=[CH:12][C:6]=2[N:7]=1)=[CH2:11]. The yield is 0.780. (6) The reactants are [C:1]1([CH3:11])[CH:6]=[C:5]([CH3:7])[CH:4]=[C:3]([CH3:8])[C:2]=1[Mg]Br.[C:12](=[O:14])=[O:13]. The catalyst is C(OCC)C. The product is [CH3:11][C:1]1[CH:6]=[C:5]([CH3:7])[CH:4]=[C:3]([CH3:8])[C:2]=1[C:12]([OH:14])=[O:13]. The yield is 0.770.